Dataset: Forward reaction prediction with 1.9M reactions from USPTO patents (1976-2016). Task: Predict the product of the given reaction. (1) The product is: [CH:1]([C:4]1[N:5]=[C:6]([NH:19][CH:20]([CH3:22])[CH3:21])[C:7]2[N:8]([C:15](=[O:18])[NH:16][N:17]=2)[C:9]=1[CH2:10][CH2:11][CH:12]([CH3:13])[CH3:14])([CH3:2])[CH3:3]. Given the reactants [CH:1]([C:4]1[N:5]=[C:6]([NH:19][CH:20]([CH3:22])[CH3:21])[C:7]2[N:8]([C:15](=[O:18])[NH:16][N:17]=2)[C:9]=1[CH:10]=[CH:11][CH:12]([CH3:14])[CH3:13])([CH3:3])[CH3:2], predict the reaction product. (2) The product is: [CH3:1][O:2][C:3]1[CH:8]=[CH:7][C:6]([S:9]([N:12]([C:13]2[CH:14]=[C:15](/[C:19](/[C:26]3[CH:31]=[CH:30][CH:29]=[CH:28][CH:27]=3)=[CH:20]\[C:21]([OH:23])=[O:22])[CH:16]=[CH:17][CH:18]=2)[CH3:36])(=[O:11])=[O:10])=[CH:5][CH:4]=1. Given the reactants [CH3:1][O:2][C:3]1[CH:8]=[CH:7][C:6]([S:9]([NH:12][C:13]2[CH:14]=[C:15](/[C:19](/[C:26]3[CH:31]=[CH:30][CH:29]=[CH:28][CH:27]=3)=[CH:20]\[C:21]([O:23]CC)=[O:22])[CH:16]=[CH:17][CH:18]=2)(=[O:11])=[O:10])=[CH:5][CH:4]=1.[H-].[Na+].[H][H].[CH3:36]I, predict the reaction product. (3) Given the reactants [Cl:1][C:2]1[CH:11]=[CH:10][CH:9]=[CH:8][C:3]=1[C:4]([NH:6][NH2:7])=[O:5].[C:12]([CH:15]1[CH2:19][CH2:18][CH2:17][C:16]1=[O:20])(=O)[CH3:13], predict the reaction product. The product is: [Cl:1][C:2]1[CH:11]=[CH:10][CH:9]=[CH:8][C:3]=1[C:4]([N:6]1[C:16]2([OH:20])[CH2:17][CH2:18][CH2:19][CH:15]2[C:12]([CH3:13])=[N:7]1)=[O:5].